This data is from Full USPTO retrosynthesis dataset with 1.9M reactions from patents (1976-2016). The task is: Predict the reactants needed to synthesize the given product. (1) Given the product [NH:7]1[C:8]2[C:4](=[CH:3][C:2]([C:19]3[CH:20]=[C:21]4[C:26](=[CH:27][CH:28]=3)[CH:25]=[C:24]([NH:29][C:30]([C:32]3[CH:36]=[CH:35][S:34][CH:33]=3)=[O:31])[CH:23]=[CH:22]4)=[CH:10][CH:9]=2)[CH:5]=[N:6]1, predict the reactants needed to synthesize it. The reactants are: Br[C:2]1[CH:3]=[C:4]2[C:8](=[CH:9][CH:10]=1)[NH:7][N:6]=[CH:5]2.CC1(C)C(C)(C)OB([C:19]2[CH:20]=[C:21]3[C:26](=[CH:27][CH:28]=2)[CH:25]=[C:24]([NH:29][C:30]([C:32]2[CH:36]=[CH:35][S:34][CH:33]=2)=[O:31])[CH:23]=[CH:22]3)O1.C([O-])([O-])=O.[K+].[K+].C([O-])([O-])=O.[Na+].[Na+]. (2) Given the product [CH2:1]([C@H:8]1[CH2:12][O:11][C:10](=[O:13])[N:9]1[C:14](=[O:18])[C@@H:15]([O:16][CH3:17])[C@@H:50]([C:49]1[CH:52]=[CH:53][C:54]([O:56][CH2:57][CH2:58][C:59]2[N:60]=[C:61]([C:65]3[CH:66]=[CH:67][CH:68]=[CH:69][CH:70]=3)[O:62][C:63]=2[CH3:64])=[CH:55][C:48]=1[O:47][Si:46]([CH3:77])([CH3:45])[C:71]([CH3:76])([CH3:75])[CH:72]([CH3:74])[CH3:73])[OH:51])[C:2]1[CH:3]=[CH:4][CH:5]=[CH:6][CH:7]=1, predict the reactants needed to synthesize it. The reactants are: [CH2:1]([C@H:8]1[CH2:12][O:11][C:10](=[O:13])[N:9]1[C:14](=[O:18])[CH2:15][O:16][CH3:17])[C:2]1[CH:7]=[CH:6][CH:5]=[CH:4][CH:3]=1.CCN(C(C)C)C(C)C.B(OS(C(F)(F)F)(=O)=O)(CCCC)CCCC.[CH3:45][Si:46]([CH3:77])([C:71]([CH3:76])([CH3:75])[CH:72]([CH3:74])[CH3:73])[O:47][C:48]1[CH:55]=[C:54]([O:56][CH2:57][CH2:58][C:59]2[N:60]=[C:61]([C:65]3[CH:70]=[CH:69][CH:68]=[CH:67][CH:66]=3)[O:62][C:63]=2[CH3:64])[CH:53]=[CH:52][C:49]=1[CH:50]=[O:51]. (3) Given the product [CH2:1]([C@H:8]1[CH2:9][N:10]([C:14]2[CH:19]=[CH:18][C:17]([O:20][CH3:21])=[C:16]([O:22][CH:23]3[CH2:26][CH2:25][CH2:24]3)[CH:15]=2)[CH2:11][CH2:12][N:13]1[C:29](=[O:28])[CH2:30][C:31]1[CH:32]=[N:33][N:34]([CH3:36])[CH:35]=1)[C:2]1[CH:3]=[CH:4][CH:5]=[CH:6][CH:7]=1, predict the reactants needed to synthesize it. The reactants are: [CH2:1]([C@@H:8]1[NH:13][CH2:12][CH2:11][N:10]([C:14]2[CH:19]=[CH:18][C:17]([O:20][CH3:21])=[C:16]([O:22][CH:23]3[CH2:26][CH2:25][CH2:24]3)[CH:15]=2)[CH2:9]1)[C:2]1[CH:7]=[CH:6][CH:5]=[CH:4][CH:3]=1.C[O:28][C:29](=O)[CH2:30][C:31]1[CH:32]=[N:33][N:34]([CH3:36])[CH:35]=1. (4) Given the product [Cl:1][C:2]1[CH:3]=[C:4]([C:9]2([C:22]([F:24])([F:23])[F:25])[O:13][N:12]=[C:11]([C:14]3[CH:15]=[CH:16][C:17]([CH:20]=[O:21])=[CH:18][CH:19]=3)[CH2:10]2)[CH:5]=[C:6]([Cl:8])[CH:7]=1, predict the reactants needed to synthesize it. The reactants are: [Cl:1][C:2]1[CH:3]=[C:4]([C:9]2([C:22]([F:25])([F:24])[F:23])[O:13][N:12]=[C:11]([C:14]3[CH:19]=[CH:18][C:17]([CH2:20][OH:21])=[CH:16][CH:15]=3)[CH2:10]2)[CH:5]=[C:6]([Cl:8])[CH:7]=1. (5) Given the product [O:1]1[CH:5]=[CH:4][C:3]([C:6]2[N:11]3[N:12]=[C:13]([NH:15][C:24](=[O:25])[C:23]4[CH:27]=[CH:28][C:20]([CH2:16][CH:17]([CH3:18])[CH3:19])=[CH:21][CH:22]=4)[N:14]=[C:10]3[CH:9]=[CH:8][CH:7]=2)=[CH:2]1, predict the reactants needed to synthesize it. The reactants are: [O:1]1[CH:5]=[CH:4][C:3]([C:6]2[N:11]3[N:12]=[C:13]([NH2:15])[N:14]=[C:10]3[CH:9]=[CH:8][CH:7]=2)=[CH:2]1.[CH2:16]([C:20]1[CH:28]=[CH:27][C:23]([C:24](O)=[O:25])=[CH:22][CH:21]=1)[CH:17]([CH3:19])[CH3:18]. (6) Given the product [CH2:1]([N:8]1[C:12]([C:13]([F:15])([F:16])[F:14])=[C:11]([CH3:17])[C:10]([C:18]2[CH:19]=[CH:20][C:21]([Cl:24])=[CH:22][CH:23]=2)=[C:9]1[C:25]([N:27]1[CH2:28][CH2:29][S:30](=[O:33])[CH2:31][CH2:32]1)=[O:26])[C:2]1[CH:3]=[CH:4][CH:5]=[CH:6][CH:7]=1, predict the reactants needed to synthesize it. The reactants are: [CH2:1]([N:8]1[C:12]([C:13]([F:16])([F:15])[F:14])=[C:11]([CH3:17])[C:10]([C:18]2[CH:23]=[CH:22][C:21]([Cl:24])=[CH:20][CH:19]=2)=[C:9]1[C:25]([N:27]1[CH2:32][CH2:31][S:30][CH2:29][CH2:28]1)=[O:26])[C:2]1[CH:7]=[CH:6][CH:5]=[CH:4][CH:3]=1.[OH:33]OS([O-])=O.[K+]. (7) Given the product [N:1]([C:4]1[CH:5]=[C:6]([CH2:7][OH:8])[CH:11]=[CH:12][C:13]=1[O:14][CH2:15][C:16]#[CH:17])=[N+:2]=[N-:3], predict the reactants needed to synthesize it. The reactants are: [N:1]([C:4]1[CH:5]=[C:6]([CH:11]=[CH:12][C:13]=1[O:14][CH2:15][C:16]#[CH:17])[C:7](OC)=[O:8])=[N+:2]=[N-:3].CC(C[AlH]CC(C)C)C.